This data is from Catalyst prediction with 721,799 reactions and 888 catalyst types from USPTO. The task is: Predict which catalyst facilitates the given reaction. Reactant: [F:1][C:2]1[CH:18]=[CH:17][C:5]([CH2:6][C:7]2[O:11][N:10]=[C:9]([C:12]([O:14]CC)=[O:13])[CH:8]=2)=[CH:4][CH:3]=1.C(O)C.[OH-].[Na+]. Product: [F:1][C:2]1[CH:3]=[CH:4][C:5]([CH2:6][C:7]2[O:11][N:10]=[C:9]([C:12]([OH:14])=[O:13])[CH:8]=2)=[CH:17][CH:18]=1. The catalyst class is: 6.